Dataset: NCI-60 drug combinations with 297,098 pairs across 59 cell lines. Task: Regression. Given two drug SMILES strings and cell line genomic features, predict the synergy score measuring deviation from expected non-interaction effect. Drug 1: C1=CC(=C2C(=C1NCCNCCO)C(=O)C3=C(C=CC(=C3C2=O)O)O)NCCNCCO. Drug 2: CC(C1=C(C=CC(=C1Cl)F)Cl)OC2=C(N=CC(=C2)C3=CN(N=C3)C4CCNCC4)N. Cell line: 786-0. Synergy scores: CSS=53.9, Synergy_ZIP=1.38, Synergy_Bliss=2.17, Synergy_Loewe=-26.0, Synergy_HSA=2.51.